Dataset: hERG Central: cardiac toxicity at 1µM, 10µM, and general inhibition. Task: Predict hERG channel inhibition at various concentrations. (1) The molecule is CC(NC(=O)c1ccc(Cl)c(S(=O)(=O)N2CCCCCC2)c1)c1cccnc1. Results: hERG_inhib (hERG inhibition (general)): blocker. (2) The molecule is COc1ccc(/C=C/c2cc(-c3ccc(C)cc3)o[n+]2C)cc1.F[B-](F)(F)F. Results: hERG_inhib (hERG inhibition (general)): blocker. (3) The drug is O=C(CN1CCN(C(=O)c2ccco2)CC1)Nc1ccccc1-c1ccccc1. Results: hERG_inhib (hERG inhibition (general)): blocker.